Task: Regression. Given two drug SMILES strings and cell line genomic features, predict the synergy score measuring deviation from expected non-interaction effect.. Dataset: NCI-60 drug combinations with 297,098 pairs across 59 cell lines (1) Drug 1: CNC(=O)C1=CC=CC=C1SC2=CC3=C(C=C2)C(=NN3)C=CC4=CC=CC=N4. Drug 2: C1=C(C(=O)NC(=O)N1)F. Cell line: BT-549. Synergy scores: CSS=33.0, Synergy_ZIP=2.60, Synergy_Bliss=2.91, Synergy_Loewe=1.44, Synergy_HSA=1.64. (2) Drug 1: CS(=O)(=O)C1=CC(=C(C=C1)C(=O)NC2=CC(=C(C=C2)Cl)C3=CC=CC=N3)Cl. Drug 2: CCCCCOC(=O)NC1=NC(=O)N(C=C1F)C2C(C(C(O2)C)O)O. Cell line: OVCAR-4. Synergy scores: CSS=1.78, Synergy_ZIP=-1.58, Synergy_Bliss=-2.97, Synergy_Loewe=-4.35, Synergy_HSA=-3.91. (3) Drug 1: CC12CCC3C(C1CCC2=O)CC(=C)C4=CC(=O)C=CC34C. Drug 2: C1=CC=C(C(=C1)C(C2=CC=C(C=C2)Cl)C(Cl)Cl)Cl. Cell line: SW-620. Synergy scores: CSS=22.3, Synergy_ZIP=0.441, Synergy_Bliss=3.22, Synergy_Loewe=-15.3, Synergy_HSA=3.70. (4) Drug 1: CS(=O)(=O)C1=CC(=C(C=C1)C(=O)NC2=CC(=C(C=C2)Cl)C3=CC=CC=N3)Cl. Drug 2: CN(CC1=CN=C2C(=N1)C(=NC(=N2)N)N)C3=CC=C(C=C3)C(=O)NC(CCC(=O)O)C(=O)O. Cell line: KM12. Synergy scores: CSS=24.9, Synergy_ZIP=2.16, Synergy_Bliss=3.08, Synergy_Loewe=7.59, Synergy_HSA=9.01. (5) Drug 1: C1=C(C(=O)NC(=O)N1)N(CCCl)CCCl. Drug 2: CS(=O)(=O)OCCCCOS(=O)(=O)C. Cell line: TK-10. Synergy scores: CSS=-1.58, Synergy_ZIP=-4.73, Synergy_Bliss=-8.01, Synergy_Loewe=-14.4, Synergy_HSA=-9.79. (6) Drug 1: COC1=CC(=CC(=C1O)OC)C2C3C(COC3=O)C(C4=CC5=C(C=C24)OCO5)OC6C(C(C7C(O6)COC(O7)C8=CC=CS8)O)O. Drug 2: CCN(CC)CCNC(=O)C1=C(NC(=C1C)C=C2C3=C(C=CC(=C3)F)NC2=O)C. Cell line: M14. Synergy scores: CSS=40.6, Synergy_ZIP=2.37, Synergy_Bliss=4.10, Synergy_Loewe=2.06, Synergy_HSA=2.79. (7) Drug 1: CC1=C(C=C(C=C1)C(=O)NC2=CC(=CC(=C2)C(F)(F)F)N3C=C(N=C3)C)NC4=NC=CC(=N4)C5=CN=CC=C5. Drug 2: B(C(CC(C)C)NC(=O)C(CC1=CC=CC=C1)NC(=O)C2=NC=CN=C2)(O)O. Cell line: OVCAR-8. Synergy scores: CSS=47.9, Synergy_ZIP=2.63, Synergy_Bliss=1.53, Synergy_Loewe=-38.7, Synergy_HSA=-3.22. (8) Drug 1: C1=CC=C(C(=C1)C(C2=CC=C(C=C2)Cl)C(Cl)Cl)Cl. Drug 2: C1CNP(=O)(OC1)N(CCCl)CCCl. Cell line: RPMI-8226. Synergy scores: CSS=1.85, Synergy_ZIP=-0.741, Synergy_Bliss=-0.624, Synergy_Loewe=-0.535, Synergy_HSA=-1.87.